From a dataset of Catalyst prediction with 721,799 reactions and 888 catalyst types from USPTO. Predict which catalyst facilitates the given reaction. (1) Reactant: [Br:1][C:2]1[CH:7]=[CH:6][C:5](B(O)O)=[CH:4][CH:3]=1.Cl.N[C@@H]1CCCC[C@H]1O.C[Si](C)(C)N[Si](C)(C)C.[Na].[C:30]([N:37]1[CH2:40][CH:39](I)[CH2:38]1)([O:32][C:33]([CH3:36])([CH3:35])[CH3:34])=[O:31]. Product: [Br:1][C:2]1[CH:7]=[CH:6][C:5]([CH:39]2[CH2:38][N:37]([C:30]([O:32][C:33]([CH3:36])([CH3:35])[CH3:34])=[O:31])[CH2:40]2)=[CH:4][CH:3]=1. The catalyst class is: 32. (2) Reactant: [C:1]([C:3]1[CH:7]=[C:6]([C:8]2[CH:13]=[CH:12][CH:11]=[CH:10][CH:9]=2)[S:5][C:4]=1[NH:14][C:15]([CH:17]1[CH2:22][CH2:21][CH2:20][CH2:19][CH2:18]1)=[O:16])#[N:2].[Br:23]N1C(=O)CCC1=O. Product: [Br:23][C:7]1[C:3]([C:1]#[N:2])=[C:4]([NH:14][C:15]([CH:17]2[CH2:22][CH2:21][CH2:20][CH2:19][CH2:18]2)=[O:16])[S:5][C:6]=1[C:8]1[CH:13]=[CH:12][CH:11]=[CH:10][CH:9]=1. The catalyst class is: 15.